From a dataset of Forward reaction prediction with 1.9M reactions from USPTO patents (1976-2016). Predict the product of the given reaction. (1) Given the reactants Br[C:2]1[CH:11]=[CH:10][C:5]([C:6]([O:8][CH3:9])=[O:7])=[C:4]([CH2:12][N:13]2[CH2:22][C@@H:21]3[CH2:23][O:24][CH2:25][CH2:26][N:20]3[C:19]3[N:18]=[C:17]([Cl:27])[N:16]=[CH:15][C:14]2=3)[CH:3]=1.[C:28]([O-])([O-])=O.[K+].[K+].CB1OB(C)OB(C)O1.O, predict the reaction product. The product is: [Cl:27][C:17]1[N:16]=[CH:15][C:14]2[N:13]([CH2:12][C:4]3[CH:3]=[C:2]([CH3:28])[CH:11]=[CH:10][C:5]=3[C:6]([O:8][CH3:9])=[O:7])[CH2:22][C@@H:21]3[CH2:23][O:24][CH2:25][CH2:26][N:20]3[C:19]=2[N:18]=1. (2) Given the reactants [CH3:1][C:2]1([CH3:7])[CH2:6][CH2:5][CH:4]=[N:3]1.[C-:8]#[N:9].[K+].Cl.[OH-].[Na+], predict the reaction product. The product is: [CH3:1][C:2]1([CH3:7])[NH:3][CH:4]([C:8]#[N:9])[CH2:5][CH2:6]1.